The task is: Regression. Given a peptide amino acid sequence and an MHC pseudo amino acid sequence, predict their binding affinity value. This is MHC class II binding data.. This data is from Peptide-MHC class II binding affinity with 134,281 pairs from IEDB. (1) The peptide sequence is RVWITNNPHMQDKTM. The MHC is DRB1_1301 with pseudo-sequence DRB1_1301. The binding affinity (normalized) is 0.530. (2) The peptide sequence is GKLFTQTMKGVERLA. The MHC is DRB1_1101 with pseudo-sequence DRB1_1101. The binding affinity (normalized) is 0.579.